Dataset: Catalyst prediction with 721,799 reactions and 888 catalyst types from USPTO. Task: Predict which catalyst facilitates the given reaction. (1) Reactant: Cl.N[C@@H](C[C@H](C)CCCC)C[C:5]([OH:7])=[O:6].N[C@@H:16]([CH2:25][C@H:26]([CH3:31])[CH2:27][CH2:28][CH2:29][CH3:30])[CH2:17][C:18]([O:20][C:21]([CH3:24])([CH3:23])[CH3:22])=[O:19]. Product: [C:21]([O:20][C:18](=[O:19])[CH2:17][C@H:16]([CH2:25][C@H:26]([CH3:31])[CH2:27][CH2:28][CH2:29][CH3:30])[C:5]([OH:7])=[O:6])([CH3:24])([CH3:23])[CH3:22]. The catalyst class is: 33. (2) Reactant: [Br:1][C:2]1[N:7]=[CH:6][C:5]2[N:8]=[C:9]([CH2:16][OH:17])[N:10]([C:11]([CH3:15])([CH3:14])[CH2:12]O)[C:4]=2[CH:3]=1.C1(P(C2C=CC=CC=2)C2C=CC=CC=2)C=CC=CC=1.N(C(OC(C)C)=O)=NC(OC(C)C)=O. Product: [Br:1][C:2]1[CH:3]=[C:4]2[C:5](=[CH:6][N:7]=1)[N:8]=[C:9]1[N:10]2[C:11]([CH3:14])([CH3:15])[CH2:12][O:17][CH2:16]1. The catalyst class is: 7. (3) Reactant: N(C(OCC)=O)=NC(OCC)=O.[OH:13][C@H:14]1[CH2:18][N:17]([CH3:19])[C@@H:16]([C:20]([N:22]([CH3:24])[CH3:23])=[O:21])[CH2:15]1.[Cl:25][C:26]1[C:35]2[C:30](=[CH:31][C:32]([O:37][CH3:38])=[C:33](O)[CH:34]=2)[N:29]=[CH:28][N:27]=1.C1(P(C2C=CC=CC=2)C2C=CC=CC=2)C=CC=CC=1. Product: [Cl:25][C:26]1[C:35]2[C:30](=[CH:31][C:32]([O:37][CH3:38])=[C:33]([O:13][C@@H:14]3[CH2:18][N:17]([CH3:19])[C@@H:16]([C:20]([N:22]([CH3:24])[CH3:23])=[O:21])[CH2:15]3)[CH:34]=2)[N:29]=[CH:28][N:27]=1. The catalyst class is: 2. (4) Reactant: [C:1]([Si:5]([CH3:18])([CH3:17])[O:6][CH2:7][CH2:8][N:9]1[CH:13]=[CH:12][C:11]([N+:14]([O-])=O)=[N:10]1)([CH3:4])([CH3:3])[CH3:2].[H][H]. Product: [C:1]([Si:5]([CH3:18])([CH3:17])[O:6][CH2:7][CH2:8][N:9]1[CH:13]=[CH:12][C:11]([NH2:14])=[N:10]1)([CH3:4])([CH3:3])[CH3:2]. The catalyst class is: 407. (5) Reactant: [Br:1][C:2]1[CH:7]=[CH:6][C:5]([CH2:8][C:9]([O:11][CH3:12])=[O:10])=[CH:4][CH:3]=1.I[CH2:14][CH2:15][CH2:16][CH2:17]I.[H-].[Na+].C(OCC)(=O)C. Product: [Br:1][C:2]1[CH:3]=[CH:4][C:5]([C:8]2([C:9]([O:11][CH3:12])=[O:10])[CH2:17][CH2:16][CH2:15][CH2:14]2)=[CH:6][CH:7]=1. The catalyst class is: 7. (6) Reactant: [Cl:1][C:2]1[CH:3]=[C:4]([O:12][C:13]2[C:25]([C:26]3(O)[CH2:29][O:28][CH2:27]3)=[CH:24][C:16]([C:17]([O:19][C:20]([CH3:23])([CH3:22])[CH3:21])=[O:18])=[C:15]([F:31])[CH:14]=2)[CH:5]=[N:6][C:7]=1[O:8][CH:9]([CH3:11])[CH3:10].C(N(S(F)(F)[F:38])CC)C. Product: [Cl:1][C:2]1[CH:3]=[C:4]([O:12][C:13]2[C:25]([C:26]3([F:38])[CH2:27][O:28][CH2:29]3)=[CH:24][C:16]([C:17]([O:19][C:20]([CH3:22])([CH3:23])[CH3:21])=[O:18])=[C:15]([F:31])[CH:14]=2)[CH:5]=[N:6][C:7]=1[O:8][CH:9]([CH3:11])[CH3:10]. The catalyst class is: 4. (7) Reactant: [CH:1]1([CH2:7][O:8][C:9]2[C:16]([O:17][CH3:18])=[CH:15][C:12]([CH:13]=O)=[CH:11][C:10]=2[O:19][CH3:20])[CH2:6][CH2:5][CH2:4][CH2:3][CH2:2]1.[ClH:21].CO.C(O[CH:27](OCC)[CH2:28][NH:29][CH2:30][C:31]1[CH:36]=[CH:35][CH:34]=[C:33]([O:37][CH2:38][CH3:39])[C:32]=1[OH:40])C. Product: [ClH:21].[CH:1]1([CH2:7][O:8][C:9]2[C:16]([O:17][CH3:18])=[CH:15][C:12]([CH2:13][C:27]3[C:36]4[C:31](=[C:32]([OH:40])[C:33]([O:37][CH2:38][CH3:39])=[CH:34][CH:35]=4)[CH:30]=[N:29][CH:28]=3)=[CH:11][C:10]=2[O:19][CH3:20])[CH2:6][CH2:5][CH2:4][CH2:3][CH2:2]1. The catalyst class is: 14. (8) Reactant: C([O:8][CH2:9][C@H:10]([NH:27][C:28]1[N:36]=[CH:35][N:34]=[C:33]2[C:29]=1[NH:30][CH:31]=[N:32]2)[C:11]1[N:15]([C:16]2[CH:21]=[CH:20][CH:19]=[CH:18][CH:17]=2)[C:14]2[CH:22]=[C:23]([F:26])[CH:24]=[CH:25][C:13]=2[N:12]=1)C1C=CC=CC=1.B(Br)(Br)Br.CO. Product: [F:26][C:23]1[CH:24]=[CH:25][C:13]2[N:12]=[C:11]([CH:10]([NH:27][C:28]3[N:36]=[CH:35][N:34]=[C:33]4[C:29]=3[NH:30][CH:31]=[N:32]4)[CH2:9][OH:8])[N:15]([C:16]3[CH:17]=[CH:18][CH:19]=[CH:20][CH:21]=3)[C:14]=2[CH:22]=1. The catalyst class is: 2.